From a dataset of Catalyst prediction with 721,799 reactions and 888 catalyst types from USPTO. Predict which catalyst facilitates the given reaction. (1) Reactant: Cl.[C:2]([C:6]1[CH:16]=[CH:15][CH:14]=[CH:13][C:7]=1[O:8][CH2:9][CH2:10][NH:11][CH3:12])([CH3:5])([CH3:4])[CH3:3].CCN(CC)CC.[N:24]([C:27]1[CH:36]=[CH:35][CH:34]=[CH:33][C:28]=1[C:29]([O:31][CH3:32])=[O:30])=[C:25]=[O:26]. Product: [C:2]([C:6]1[CH:16]=[CH:15][CH:14]=[CH:13][C:7]=1[O:8][CH2:9][CH2:10][N:11]([CH3:12])[C:25](=[O:26])[NH:24][C:27]1[CH:36]=[CH:35][CH:34]=[CH:33][C:28]=1[C:29]([O:31][CH3:32])=[O:30])([CH3:5])([CH3:3])[CH3:4]. The catalyst class is: 34. (2) Reactant: [CH2:1]([O:3][C:4](=[O:27])[CH2:5][CH2:6][NH:7][C:8]([NH:10][C:11]([C:19]1[CH:24]=[CH:23][C:22]([Br:25])=[C:21]([Cl:26])[CH:20]=1)([CH3:18])[CH:12]([CH:15]([CH3:17])[CH3:16])[CH:13]=C)=[O:9])[CH3:2].CSC.C(O)C. Product: [CH2:1]([O:3][C:4](=[O:27])[CH2:5][CH2:6][N:7]1[CH:13]=[C:12]([CH:15]([CH3:16])[CH3:17])[C:11]([C:19]2[CH:24]=[CH:23][C:22]([Br:25])=[C:21]([Cl:26])[CH:20]=2)([CH3:18])[NH:10][C:8]1=[O:9])[CH3:2]. The catalyst class is: 138. (3) Reactant: CCOCC.[H-].[Al+3].[Li+].[H-].[H-].[H-].[CH3:12][C:13]1[O:17][C:16]([C:18]2[CH:23]=[CH:22][CH:21]=[CH:20][CH:19]=2)=[N:15][C:14]=1[CH2:24][CH2:25][CH2:26][CH2:27][C:28](OC)=[O:29].[OH-].[Na+]. Product: [CH3:12][C:13]1[O:17][C:16]([C:18]2[CH:23]=[CH:22][CH:21]=[CH:20][CH:19]=2)=[N:15][C:14]=1[CH2:24][CH2:25][CH2:26][CH2:27][CH2:28][OH:29]. The catalyst class is: 132. (4) Reactant: [O:1]=[C:2]1[O:6][C:5]([CH2:7][CH:8]([C:14]2[CH:21]=[CH:20][C:17]([C:18]#[N:19])=[C:16]([C:22]([F:25])([F:24])[F:23])[CH:15]=2)[NH:9][C:10]([F:13])([F:12])[F:11])=[N:4][NH:3]1.[CH3:26]I.[H-].[Na+]. Product: [CH3:26][N:3]1[C:2](=[O:1])[O:6][C:5]([CH2:7][CH:8]([C:14]2[CH:21]=[CH:20][C:17]([C:18]#[N:19])=[C:16]([C:22]([F:25])([F:23])[F:24])[CH:15]=2)[NH:9][C:10]([F:12])([F:13])[F:11])=[N:4]1. The catalyst class is: 3. (5) Reactant: [CH3:1][C:2]1[CH:7]=[CH:6][C:5]([C:8]2[N:9]=[C:10]([C:21]([O:23]CC3C=CC=CC=3)=[O:22])[N:11]([CH3:20])[C:12]=2[C:13]2[CH:18]=[CH:17][C:16]([CH3:19])=[CH:15][CH:14]=2)=[CH:4][CH:3]=1. Product: [CH3:1][C:2]1[CH:3]=[CH:4][C:5]([C:8]2[N:9]=[C:10]([C:21]([OH:23])=[O:22])[N:11]([CH3:20])[C:12]=2[C:13]2[CH:18]=[CH:17][C:16]([CH3:19])=[CH:15][CH:14]=2)=[CH:6][CH:7]=1. The catalyst class is: 19. (6) Reactant: [NH2:1][C:2]1[C:7]2=[C:8]([C:14]3[S:15][C:16]4[C:22]([O:23][CH3:24])=[CH:21][C:20]([CH3:25])=[CH:19][C:17]=4[CH:18]=3)[C:9]([C:11](O)=[O:12])=[CH:10][N:6]2[N:5]=[CH:4][N:3]=1.CN(C(ON1N=NC2C=CC=CC1=2)=[N+](C)C)C.[B-](F)(F)(F)F.CCN(C(C)C)C(C)C.[CH3:57][N:58]1[CH2:63][CH2:62][NH:61][CH2:60][CH2:59]1. Product: [NH2:1][C:2]1[C:7]2=[C:8]([C:14]3[S:15][C:16]4[C:22]([O:23][CH3:24])=[CH:21][C:20]([CH3:25])=[CH:19][C:17]=4[CH:18]=3)[C:9]([C:11]([N:61]3[CH2:62][CH2:63][N:58]([CH3:57])[CH2:59][CH2:60]3)=[O:12])=[CH:10][N:6]2[N:5]=[CH:4][N:3]=1. The catalyst class is: 3.